Task: Regression. Given two drug SMILES strings and cell line genomic features, predict the synergy score measuring deviation from expected non-interaction effect.. Dataset: NCI-60 drug combinations with 297,098 pairs across 59 cell lines (1) Drug 1: C1=CC(=CC=C1C#N)C(C2=CC=C(C=C2)C#N)N3C=NC=N3. Drug 2: CC(C)CN1C=NC2=C1C3=CC=CC=C3N=C2N. Cell line: COLO 205. Synergy scores: CSS=5.08, Synergy_ZIP=7.64, Synergy_Bliss=1.73, Synergy_Loewe=3.10, Synergy_HSA=1.27. (2) Drug 1: C1=NC2=C(N=C(N=C2N1C3C(C(C(O3)CO)O)O)F)N. Drug 2: CC1CCC2CC(C(=CC=CC=CC(CC(C(=O)C(C(C(=CC(C(=O)CC(OC(=O)C3CCCCN3C(=O)C(=O)C1(O2)O)C(C)CC4CCC(C(C4)OC)OCCO)C)C)O)OC)C)C)C)OC. Cell line: NCI/ADR-RES. Synergy scores: CSS=36.7, Synergy_ZIP=5.00, Synergy_Bliss=5.87, Synergy_Loewe=-2.55, Synergy_HSA=-1.69. (3) Drug 1: CC1=C2C(C(=O)C3(C(CC4C(C3C(C(C2(C)C)(CC1OC(=O)C(C(C5=CC=CC=C5)NC(=O)OC(C)(C)C)O)O)OC(=O)C6=CC=CC=C6)(CO4)OC(=O)C)OC)C)OC. Drug 2: C1CNP(=O)(OC1)N(CCCl)CCCl. Cell line: EKVX. Synergy scores: CSS=44.3, Synergy_ZIP=-1.57, Synergy_Bliss=-3.69, Synergy_Loewe=-61.3, Synergy_HSA=-5.63. (4) Drug 1: C1C(C(OC1N2C=NC3=C(N=C(N=C32)Cl)N)CO)O. Drug 2: CC1=C(C=C(C=C1)C(=O)NC2=CC(=CC(=C2)C(F)(F)F)N3C=C(N=C3)C)NC4=NC=CC(=N4)C5=CN=CC=C5. Cell line: MOLT-4. Synergy scores: CSS=52.4, Synergy_ZIP=-1.23, Synergy_Bliss=-2.08, Synergy_Loewe=-24.5, Synergy_HSA=-3.02. (5) Cell line: OVCAR3. Synergy scores: CSS=59.0, Synergy_ZIP=6.31, Synergy_Bliss=10.1, Synergy_Loewe=-31.4, Synergy_HSA=8.26. Drug 1: CC1CC2C3CCC4=CC(=O)C=CC4(C3(C(CC2(C1(C(=O)CO)O)C)O)F)C. Drug 2: C1=CC=C(C=C1)NC(=O)CCCCCCC(=O)NO. (6) Drug 1: C1CC(C1)(C2=CC=C(C=C2)C3=C(C=C4C(=N3)C=CN5C4=NNC5=O)C6=CC=CC=C6)N. Drug 2: CCC1=C2CN3C(=CC4=C(C3=O)COC(=O)C4(CC)O)C2=NC5=C1C=C(C=C5)O. Cell line: SK-OV-3. Synergy scores: CSS=49.8, Synergy_ZIP=1.83, Synergy_Bliss=4.21, Synergy_Loewe=4.75, Synergy_HSA=6.23. (7) Drug 1: C1CN1P(=S)(N2CC2)N3CC3. Drug 2: CC1=C(C=C(C=C1)NC(=O)C2=CC=C(C=C2)CN3CCN(CC3)C)NC4=NC=CC(=N4)C5=CN=CC=C5. Cell line: LOX IMVI. Synergy scores: CSS=29.5, Synergy_ZIP=-9.51, Synergy_Bliss=-4.75, Synergy_Loewe=-12.4, Synergy_HSA=-4.34.